From a dataset of Forward reaction prediction with 1.9M reactions from USPTO patents (1976-2016). Predict the product of the given reaction. (1) The product is: [Cl:10][C:11]1[CH:18]=[CH:17][C:14]([CH:15]2[N:5]([C:4]3[CH:6]=[CH:7][C:8]([F:9])=[C:2]([F:1])[CH:3]=3)[C:22](=[O:21])[C:23]([OH:30])=[C:24]2[C:25](=[O:29])[CH:26]([CH3:28])[CH3:27])=[CH:13][CH:12]=1. Given the reactants [F:1][C:2]1[CH:3]=[C:4]([CH:6]=[CH:7][C:8]=1[F:9])[NH2:5].[Cl:10][C:11]1[CH:18]=[CH:17][C:14]([CH:15]=O)=[CH:13][CH:12]=1.C([O:21][C:22](=O)[C:23](=[O:30])[CH2:24][C:25](=[O:29])[CH:26]([CH3:28])[CH3:27])C, predict the reaction product. (2) Given the reactants [O:1]=[C:2]1[N:6]([C:7]2[CH:15]=[CH:14][C:10]([C:11]([OH:13])=[O:12])=[CH:9][CH:8]=2)[CH2:5][C:4]2([CH2:20][CH2:19][NH:18][CH2:17][CH2:16]2)[O:3]1.[Cl:21][C:22]1[CH:27]=[C:26]([CH:28]=O)[CH:25]=[C:24]([Cl:30])[C:23]=1[C:31]1[CH:36]=[CH:35][C:34]([F:37])=[CH:33][C:32]=1[F:38].C(O)(=O)C.C([BH3-])#N, predict the reaction product. The product is: [ClH:21].[Cl:21][C:22]1[C:23]([C:31]2[CH:36]=[CH:35][C:34]([F:37])=[CH:33][C:32]=2[F:38])=[C:24]([Cl:30])[CH:25]=[C:26]([CH2:28][N:18]2[CH2:17][CH2:16][C:4]3([O:3][C:2](=[O:1])[N:6]([C:7]4[CH:8]=[CH:9][C:10]([C:11]([OH:13])=[O:12])=[CH:14][CH:15]=4)[CH2:5]3)[CH2:20][CH2:19]2)[CH:27]=1. (3) The product is: [I:26][C:27]1[CH:28]=[CH:29][C:30]([CH2:31][N:32]([CH2:33][C:34]([O:36][C:37]([CH3:38])([CH3:39])[CH3:40])=[O:35])[C:17](=[O:18])[C:16]2[CH:20]=[CH:21][C:13]([NH:12][C:10](=[O:11])[CH2:9][C:6]3[CH:7]=[CH:8][C:3]([O:2][CH3:1])=[CH:4][C:5]=3[C:22]([F:25])([F:23])[F:24])=[CH:14][CH:15]=2)=[CH:41][CH:42]=1. Given the reactants [CH3:1][O:2][C:3]1[CH:8]=[CH:7][C:6]([CH2:9][C:10]([NH:12][C:13]2[CH:21]=[CH:20][C:16]([C:17](O)=[O:18])=[CH:15][CH:14]=2)=[O:11])=[C:5]([C:22]([F:25])([F:24])[F:23])[CH:4]=1.[I:26][C:27]1[CH:42]=[CH:41][C:30]([CH2:31][NH:32][CH2:33][C:34]([O:36][C:37]([CH3:40])([CH3:39])[CH3:38])=[O:35])=[CH:29][CH:28]=1.CN(C(ON1N=NC2C=CC=NC1=2)=[N+](C)C)C.F[P-](F)(F)(F)(F)F, predict the reaction product. (4) Given the reactants C(O[C:6](=[O:16])[NH:7][C:8]1[CH:13]=[CH:12][CH:11]=[CH:10][C:9]=1[CH:14]=O)(C)(C)C.[NH2:17][C:18]1[CH:23]=[CH:22][C:21]([CH:24]([CH2:27][NH2:28])[CH2:25][NH2:26])=[C:20]([CH3:29])[CH:19]=1.C(O)(C)(C)C, predict the reaction product. The product is: [NH2:17][C:18]1[CH:23]=[CH:22][C:21]([CH:24]2[CH2:27][N:28]3[C:6](=[O:16])[NH:7][C:8]4[CH:13]=[CH:12][CH:11]=[CH:10][C:9]=4[C:14]3=[N:26][CH2:25]2)=[C:20]([CH3:29])[CH:19]=1. (5) Given the reactants C(O)(=O)C.[N:5]1[CH:10]=[CH:9][C:8]([N:11]2[CH2:16][CH2:15][C:14](=O)[CH2:13][CH2:12]2)=[CH:7][CH:6]=1.Cl.CN.[C:21]([BH3-])#[N:22].[Na+], predict the reaction product. The product is: [CH3:21][NH:22][CH:14]1[CH2:15][CH2:16][N:11]([C:8]2[CH:9]=[CH:10][N:5]=[CH:6][CH:7]=2)[CH2:12][CH2:13]1. (6) Given the reactants [CH3:1][O-:2].[Na+].[CH:4]([N:7]1[C:12](=[O:13])[CH:11]=[CH:10][C:9]([C:14]2[N:15]=[C:16]([C:28]#[N:29])[C:17](C#N)=[N:18][C:19]=2[C:20]2[CH:25]=[CH:24][CH:23]=[CH:22][CH:21]=2)=[N:8]1)([CH3:6])[CH3:5].Cl.O, predict the reaction product. The product is: [CH:4]([N:7]1[C:12](=[O:13])[CH:11]=[CH:10][C:9]([C:14]2[N:15]=[C:16]([C:28]#[N:29])[C:17]([O:2][CH3:1])=[N:18][C:19]=2[C:20]2[CH:21]=[CH:22][CH:23]=[CH:24][CH:25]=2)=[N:8]1)([CH3:5])[CH3:6].